From a dataset of Forward reaction prediction with 1.9M reactions from USPTO patents (1976-2016). Predict the product of the given reaction. (1) The product is: [F:20][C:21]1[CH:22]=[C:23]([CH:31]=[CH:32][CH:33]=1)[C:24]([NH:26][N:27]([CH:28]([CH3:30])[CH3:29])[C:16](=[O:18])/[CH:15]=[CH:14]/[C:7]1[C:8]2[C:13](=[CH:12][CH:11]=[CH:10][CH:9]=2)[N:5]([CH2:4][CH:3]=[C:2]([CH3:1])[CH3:19])[CH:6]=1)=[O:25]. Given the reactants [CH3:1][C:2]([CH3:19])=[CH:3][CH2:4][N:5]1[C:13]2[C:8](=[CH:9][CH:10]=[CH:11][CH:12]=2)[C:7]([CH:14]=[CH:15][C:16]([OH:18])=O)=[CH:6]1.[F:20][C:21]1[CH:22]=[C:23]([CH:31]=[CH:32][CH:33]=1)[C:24]([NH:26][NH:27][CH:28]([CH3:30])[CH3:29])=[O:25].CN(C(ON1N=NC2C=CC=NC1=2)=[N+](C)C)C.F[P-](F)(F)(F)(F)F.C(N(CC)C(C)C)(C)C, predict the reaction product. (2) Given the reactants [OH:1][CH2:2][CH:3]1[CH2:8][CH2:7][N:6]([C:9]([O:11][CH2:12][C:13]2[CH:18]=[CH:17][CH:16]=[CH:15][CH:14]=2)=[O:10])[CH2:5][CH2:4]1.Br[CH2:20][C:21]([O:23][C:24]([CH3:27])([CH3:26])[CH3:25])=[O:22].[OH-].[Na+], predict the reaction product. The product is: [C:24]([O:23][C:21](=[O:22])[CH2:20][O:1][CH2:2][CH:3]1[CH2:8][CH2:7][N:6]([C:9]([O:11][CH2:12][C:13]2[CH:14]=[CH:15][CH:16]=[CH:17][CH:18]=2)=[O:10])[CH2:5][CH2:4]1)([CH3:27])([CH3:26])[CH3:25]. (3) The product is: [CH3:1][O:2][C:3]1[CH:4]=[CH:5][CH:6]=[C:7]2[C:11]=1[CH:10]([NH:12][C:13]1[C:18]([CH:19]=[O:20])=[CH:17][N:16]=[C:15]([S:21][CH3:22])[N:14]=1)[CH2:9][CH2:8]2. Given the reactants [CH3:1][O:2][C:3]1[CH:4]=[CH:5][CH:6]=[C:7]2[C:11]=1[CH:10]([NH:12][C:13]1[C:18]([CH2:19][OH:20])=[CH:17][N:16]=[C:15]([S:21][CH3:22])[N:14]=1)[CH2:9][CH2:8]2, predict the reaction product. (4) Given the reactants [F:1][C:2]1[CH:11]=[CH:10][C:9]([NH2:12])=[C:8]2[C:3]=1[CH:4]=[CH:5][CH:6]=[N:7]2.[N+:13]([C:16]1[CH:21]=[C:20]([C:22]([F:25])([F:24])[F:23])[CH:19]=[CH:18][C:17]=1[S:26](Cl)(=[O:28])=[O:27])([O-:15])=[O:14].N1C=CC=CC=1, predict the reaction product. The product is: [F:1][C:2]1[CH:11]=[CH:10][C:9]([NH:12][S:26]([C:17]2[CH:18]=[CH:19][C:20]([C:22]([F:24])([F:25])[F:23])=[CH:21][C:16]=2[N+:13]([O-:15])=[O:14])(=[O:27])=[O:28])=[C:8]2[C:3]=1[CH:4]=[CH:5][CH:6]=[N:7]2. (5) Given the reactants [F:1][C:2]1[CH:3]=[C:4]2[C:9](=[C:10]([O:12][CH2:13][CH2:14][CH2:15][O:16][CH3:17])[CH:11]=1)[N:8]=[C:7]([CH3:18])[CH:6]=[CH:5]2.[Se](=O)=[O:20], predict the reaction product. The product is: [F:1][C:2]1[CH:3]=[C:4]2[C:9](=[C:10]([O:12][CH2:13][CH2:14][CH2:15][O:16][CH3:17])[CH:11]=1)[N:8]=[C:7]([CH:18]=[O:20])[CH:6]=[CH:5]2.